Dataset: Reaction yield outcomes from USPTO patents with 853,638 reactions. Task: Predict the reaction yield, written as a fraction of the theoretical maximum amount of product (1.0 means a 100% yield; for example, 0.34 means a 34% yield). (1) The reactants are [Br:1][C:2]1[C:10]2[O:9][CH:8]([CH2:11][OH:12])[CH2:7][C:6]=2[CH:5]=[C:4]([CH:13]2[CH2:17][CH2:16][CH2:15][CH2:14]2)[CH:3]=1.[C:18]1([CH3:28])[CH:23]=[CH:22][C:21]([S:24](Cl)(=[O:26])=[O:25])=[CH:20][CH:19]=1. No catalyst specified. The product is [CH3:28][C:18]1[CH:23]=[CH:22][C:21]([S:24]([O:12][CH2:11][CH:8]2[CH2:7][C:6]3[CH:5]=[C:4]([CH:13]4[CH2:14][CH2:15][CH2:16][CH2:17]4)[CH:3]=[C:2]([Br:1])[C:10]=3[O:9]2)(=[O:26])=[O:25])=[CH:20][CH:19]=1. The yield is 0.700. (2) No catalyst specified. The product is [O:1]1[C:5]2[CH:6]=[CH:7][C:8]([NH:10][C:11]([NH:33][CH:28]([CH3:27])[C:29]([CH3:32])([CH3:31])[CH3:30])=[C:12]([S:15]([C:18]3[CH:23]=[CH:22][C:21]([Cl:24])=[CH:20][CH:19]=3)(=[O:17])=[O:16])[C:13]#[N:14])=[CH:9][C:4]=2[O:3][CH2:2]1. The reactants are [O:1]1[C:5]2[CH:6]=[CH:7][C:8]([NH:10][C:11](SC)=[C:12]([S:15]([C:18]3[CH:23]=[CH:22][C:21]([Cl:24])=[CH:20][CH:19]=3)(=[O:17])=[O:16])[C:13]#[N:14])=[CH:9][C:4]=2[O:3][CH2:2]1.[CH3:27][CH:28]([NH2:33])[C:29]([CH3:32])([CH3:31])[CH3:30]. The yield is 0.490. (3) The reactants are [F:1][C:2]([F:34])([F:33])[C:3]1[CH:28]=[C:27]([C:29]([F:32])([F:31])[F:30])[CH:26]=[CH:25][C:4]=1[CH2:5][O:6][C:7]1[CH:12]=[CH:11][C:10](/[CH:13]=[C:14]2\[NH:15][C:16](=[O:22])[N:17]([CH2:20][CH3:21])[C:18]\2=[NH:19])=[CH:9][C:8]=1[O:23][CH3:24].[CH2:35](Br)[C:36]1[CH:41]=[CH:40][CH:39]=[CH:38][CH:37]=1.CC(C)([O-])C.[K+].[Cl-].[NH4+]. The catalyst is O1CCCC1.C(OCC)(=O)C. The product is [CH2:35]([N:15]1[C:16](=[O:22])[N:17]([CH2:20][CH3:21])[C:18](=[NH:19])/[C:14]/1=[CH:13]/[C:10]1[CH:11]=[CH:12][C:7]([O:6][CH2:5][C:4]2[CH:25]=[CH:26][C:27]([C:29]([F:31])([F:30])[F:32])=[CH:28][C:3]=2[C:2]([F:1])([F:33])[F:34])=[C:8]([O:23][CH3:24])[CH:9]=1)[C:36]1[CH:41]=[CH:40][CH:39]=[CH:38][CH:37]=1. The yield is 0.750. (4) The reactants are [Br:1][C:2]1[CH:3]=[C:4]([C:11]([NH:13][CH2:14][C:15]2[C:16](=[O:23])[NH:17][C:18]([CH3:22])=[CH:19][C:20]=2[CH3:21])=[O:12])[C:5]2[CH:10]=[N:9][NH:8][C:6]=2[N:7]=1.C([O-])([O-])=O.[K+].[K+].Br[CH:31]([C:33]1[CH:38]=[CH:37][CH:36]=[CH:35][CH:34]=1)[CH3:32].O. The catalyst is CN(C=O)C. The product is [Br:1][C:2]1[CH:3]=[C:4]([C:11]([NH:13][CH2:14][C:15]2[C:16](=[O:23])[NH:17][C:18]([CH3:22])=[CH:19][C:20]=2[CH3:21])=[O:12])[C:5]2[CH:10]=[N:9][N:8]([CH:31]([C:33]3[CH:38]=[CH:37][CH:36]=[CH:35][CH:34]=3)[CH3:32])[C:6]=2[N:7]=1. The yield is 0.928. (5) The reactants are [NH2:1][C:2]1[N:3]=[C:4](Cl)[C:5]2[S:10][C:9](=[O:11])[N:8]([C@@H:12]3[O:24][C@H:23]([CH2:25][O:26][C:27](=[O:29])[CH3:28])[C@@H:18]([O:19][C:20](=[O:22])[CH3:21])[C@H:13]3[O:14][C:15](=[O:17])[CH3:16])[C:6]=2[N:7]=1. The catalyst is C(O)(=O)C. The product is [NH2:1][C:2]1[N:3]=[CH:4][C:5]2[S:10][C:9](=[O:11])[N:8]([C@@H:12]3[O:24][C@H:23]([CH2:25][O:26][C:27](=[O:29])[CH3:28])[C@@H:18]([O:19][C:20](=[O:22])[CH3:21])[C@H:13]3[O:14][C:15](=[O:17])[CH3:16])[C:6]=2[N:7]=1. The yield is 0.900. (6) The reactants are [N+:1]([C:4]1[CH:13]=[CH:12][C:7]([C:8](=[O:11])[CH2:9]Br)=[CH:6][CH:5]=1)([O-:3])=[O:2].[BH4-].[Na+].C(=O)([O-])[O-].[K+].[K+]. The catalyst is CO.[Cl-].[Na+].O. The product is [N+:1]([C:4]1[CH:13]=[CH:12][C:7]([CH:8]2[CH2:9][O:11]2)=[CH:6][CH:5]=1)([O-:3])=[O:2]. The yield is 1.00. (7) The reactants are [CH3:1][CH2:2][CH2:3][CH2:4][CH2:5][CH2:6][CH2:7][CH2:8][CH2:9][CH2:10][CH2:11][CH2:12][CH2:13][CH2:14][CH2:15][C:16]([O:18][CH2:19][C@@H:20]([O:33][C:34]([CH2:36][CH2:37][CH2:38][CH2:39][CH2:40][CH2:41][CH2:42][C:43](/C=C/C=O)=[O:44])=[O:35])[CH2:21][O:22][P+:23]([O:26][CH2:27][CH2:28][N+:29]([CH3:32])([CH3:31])[CH3:30])([O-:25])[OH:24])=[O:17].CC(=CC)C.[O-]Cl=O.[Na+]. The catalyst is C(O)(C)(C)C.O. The product is [CH3:1][CH2:2][CH2:3][CH2:4][CH2:5][CH2:6][CH2:7][CH2:8][CH2:9][CH2:10][CH2:11][CH2:12][CH2:13][CH2:14][CH2:15][C:16]([O:18][CH2:19][CH:20]([O:33][C:34]([CH2:36][CH2:37][CH2:38][CH2:39][CH2:40][CH2:41][CH2:42][CH:43]=[O:44])=[O:35])[CH2:21][O:22][P:23]([O:26][CH2:27][CH2:28][N+:29]([CH3:31])([CH3:32])[CH3:30])([O-:25])=[O:24])=[O:17]. The yield is 0.480. (8) The reactants are Cl[C:2]1[N:3]=[C:4]([NH:11][CH:12]2[CH2:14][CH2:13]2)[C:5]2[O:10][CH:9]=[CH:8][C:6]=2[N:7]=1.[NH2:15][C:16]1[CH:25]=[C:24]2[C:19]([CH2:20][CH2:21][C:22](=[O:26])[NH:23]2)=[CH:18][CH:17]=1.C([O-])([O-])=O.[K+].[K+].CC(C1C=C(C(C)C)C(C2C=CC=CC=2P(C2CCCCC2)C2CCCCC2)=C(C(C)C)C=1)C. The catalyst is C1C=CC(/C=C/C(/C=C/C2C=CC=CC=2)=O)=CC=1.C1C=CC(/C=C/C(/C=C/C2C=CC=CC=2)=O)=CC=1.C1C=CC(/C=C/C(/C=C/C2C=CC=CC=2)=O)=CC=1.[Pd].[Pd].CC(O)(CC)C. The product is [CH:12]1([NH:11][C:4]2[C:5]3[O:10][CH:9]=[CH:8][C:6]=3[N:7]=[C:2]([NH:15][C:16]3[CH:25]=[C:24]4[C:19]([CH2:20][CH2:21][C:22](=[O:26])[NH:23]4)=[CH:18][CH:17]=3)[N:3]=2)[CH2:14][CH2:13]1. The yield is 0.310. (9) The reactants are O1C2C=CC=CC=2C[C:3](=[O:11])N1.[C:12]([C:16]1[CH:44]=[CH:43][C:19]([C:20]([NH:22][C:23]2[CH:38]=[C:37](C(OC)=O)[CH:36]=[CH:35][C:24]=2[C:25]([NH:27][C:28]2[CH:33]=[CH:32][C:31]([Cl:34])=[CH:30][N:29]=2)=[O:26])=[O:21])=[CH:18][CH:17]=1)([CH3:15])([CH3:14])[CH3:13].Cl.C1C[O:49][CH2:48]C1. No catalyst specified. The product is [C:12]([C:16]1[CH:44]=[CH:43][C:19]([C:20]([NH:22][C:23]2[CH:38]=[CH:37][C:36]([C:48]([O:11][CH3:3])=[O:49])=[CH:35][C:24]=2[C:25]([NH:27][C:28]2[CH:33]=[CH:32][C:31]([Cl:34])=[CH:30][N:29]=2)=[O:26])=[O:21])=[CH:18][CH:17]=1)([CH3:15])([CH3:13])[CH3:14]. The yield is 0.390.